From a dataset of Full USPTO retrosynthesis dataset with 1.9M reactions from patents (1976-2016). Predict the reactants needed to synthesize the given product. Given the product [Cl:1][C:2]1[CH:3]=[N:4][C:5]2[N:6]([N:8]=[C:9]([C:11]([N:16]3[CH2:17][CH:18]=[C:19]([C:21]4[NH:25][N:24]=[N:23][N:22]=4)[CH2:20][CH:15]3[CH3:14])=[O:13])[CH:10]=2)[CH:7]=1, predict the reactants needed to synthesize it. The reactants are: [Cl:1][C:2]1[CH:3]=[N:4][C:5]2[N:6]([N:8]=[C:9]([C:11]([OH:13])=O)[CH:10]=2)[CH:7]=1.[CH3:14][CH:15]1[CH2:20][C:19]([C:21]2[NH:25][N:24]=[N:23][N:22]=2)=[CH:18][CH2:17][NH:16]1.